Predict the reactants needed to synthesize the given product. From a dataset of Full USPTO retrosynthesis dataset with 1.9M reactions from patents (1976-2016). (1) The reactants are: [NH:1]1[C:9]2[C:4](=[CH:5][CH:6]=[C:7]([C:10]([O:12][CH3:13])=[O:11])[CH:8]=2)[CH:3]=[CH:2]1.N1C2C(=CC=CC=2)C=[C:15]1C(OCC)=O. Given the product [CH3:15][N:1]1[C:9]2[C:4](=[CH:5][CH:6]=[C:7]([C:10]([O:12][CH3:13])=[O:11])[CH:8]=2)[CH:3]=[CH:2]1, predict the reactants needed to synthesize it. (2) Given the product [Br:1][C:2]1[CH:7]=[CH:6][C:5]([S:8]([NH:20][CH:16]2[CH2:19][CH2:18][CH2:17]2)(=[O:10])=[O:9])=[C:4]([C:12]([F:15])([F:14])[F:13])[CH:3]=1, predict the reactants needed to synthesize it. The reactants are: [Br:1][C:2]1[CH:7]=[CH:6][C:5]([S:8](Cl)(=[O:10])=[O:9])=[C:4]([C:12]([F:15])([F:14])[F:13])[CH:3]=1.[CH:16]1([NH2:20])[CH2:19][CH2:18][CH2:17]1. (3) Given the product [C:1]([O:5][C:6]([NH:8][C:9]1([CH2:13][C@H:14]2[CH2:15][CH2:16][N:17]([C@@H:19]([C:21]3[CH:22]=[CH:23][CH:24]=[CH:25][CH:26]=3)[CH3:20])[CH2:18]2)[CH2:10][CH2:11][CH2:12]1)=[O:7])([CH3:2])([CH3:3])[CH3:4], predict the reactants needed to synthesize it. The reactants are: [C:1]([O:5][C:6]([NH:8][C:9]1([CH2:13][C@H:14]2[CH2:18][N:17]([C@@H:19]([C:21]3[CH:26]=[CH:25][CH:24]=[CH:23][CH:22]=3)[CH3:20])[C:16](=O)[CH2:15]2)[CH2:12][CH2:11][CH2:10]1)=[O:7])([CH3:4])([CH3:3])[CH3:2].